Task: Regression. Given a peptide amino acid sequence and an MHC pseudo amino acid sequence, predict their binding affinity value. This is MHC class II binding data.. Dataset: Peptide-MHC class II binding affinity with 134,281 pairs from IEDB (1) The peptide sequence is AAATAGTTVMGAFAA. The MHC is HLA-DPA10103-DPB10401 with pseudo-sequence HLA-DPA10103-DPB10401. The binding affinity (normalized) is 0.0628. (2) The MHC is HLA-DPA10201-DPB10101 with pseudo-sequence HLA-DPA10201-DPB10101. The peptide sequence is SGAGWSGMAEATSLD. The binding affinity (normalized) is 0.133. (3) The peptide sequence is LANAGRSSGSRRPLG. The MHC is DRB1_1101 with pseudo-sequence DRB1_1101. The binding affinity (normalized) is 0.0774. (4) The peptide sequence is VLAPTRVVLSEMKEA. The MHC is DRB1_0301 with pseudo-sequence DRB1_0301. The binding affinity (normalized) is 0.614. (5) The peptide sequence is VWRIDTPDKLTGPFT. The MHC is DRB1_1501 with pseudo-sequence DRB1_1501. The binding affinity (normalized) is 0.131. (6) The peptide sequence is RFYVWGEEVPLLTKF. The MHC is DRB1_0101 with pseudo-sequence DRB1_0101. The binding affinity (normalized) is 0.537.